Task: Predict which catalyst facilitates the given reaction.. Dataset: Catalyst prediction with 721,799 reactions and 888 catalyst types from USPTO (1) Reactant: [C:1]([O:5][C:6]([N:8]1[CH2:14][CH2:13][C:12]2[C:15]([SH:20])=[C:16]([Cl:19])[CH:17]=[CH:18][C:11]=2[CH2:10][CH2:9]1)=[O:7])([CH3:4])([CH3:3])[CH3:2].[H-].[Na+].[F:23][C:24]1[CH:29]=[CH:28][C:27]([CH:30](Br)[CH3:31])=[CH:26][CH:25]=1.O. Product: [C:1]([O:5][C:6]([N:8]1[CH2:14][CH2:13][C:12]2[C:15]([S:20][CH:30]([C:27]3[CH:28]=[CH:29][C:24]([F:23])=[CH:25][CH:26]=3)[CH3:31])=[C:16]([Cl:19])[CH:17]=[CH:18][C:11]=2[CH2:10][CH2:9]1)=[O:7])([CH3:4])([CH3:2])[CH3:3]. The catalyst class is: 3. (2) Reactant: [Cl:1][C:2]1[CH:3]=[CH:4][C:5]([O:15][CH2:16][C:17]2[CH:22]=[CH:21][C:20]([O:23][CH3:24])=[CH:19][CH:18]=2)=[C:6]([C:8](=O)[CH2:9][CH2:10][C:11](=O)[CH3:12])[CH:7]=1.[CH2:25]([O:27][C:28](=[O:36])[C:29]1[CH:34]=[CH:33][N:32]=[C:31]([NH2:35])[CH:30]=1)[CH3:26]. Product: [CH2:25]([O:27][C:28](=[O:36])[C:29]1[CH:34]=[CH:33][N:32]=[C:31]([N:35]2[C:11]([CH3:12])=[CH:10][CH:9]=[C:8]2[C:6]2[CH:7]=[C:2]([Cl:1])[CH:3]=[CH:4][C:5]=2[O:15][CH2:16][C:17]2[CH:22]=[CH:21][C:20]([O:23][CH3:24])=[CH:19][CH:18]=2)[CH:30]=1)[CH3:26]. The catalyst class is: 11. (3) Reactant: [CH2:1]([CH:3]1[O:5][CH2:4]1)Cl.[OH:6][C:7]1[C:20]2[C:19](=[O:21])[C:18]3[C:13](=[CH:14][CH:15]=[CH:16][CH:17]=3)[S:12][C:11]=2[CH:10]=[C:9]([OH:22])[CH:8]=1.C([O-])([O-])=O.[K+].[K+]. Product: [OH:6][C:7]1[C:20]2[C:19](=[O:21])[C:18]3[C:13](=[CH:14][CH:15]=[CH:16][CH:17]=3)[S:12][C:11]=2[CH:10]=[C:9]([O:22][CH2:1][CH:3]2[CH2:4][O:5]2)[CH:8]=1. The catalyst class is: 21. (4) Reactant: [OH:1][C@@H:2]([C@H:4]1[C:10](=[O:11])[N:9]2[C@@H:5]1[CH2:6][C:7]([C:25]1[CH:30]=[CH:29][C:28]([C:31]([NH:33][CH3:34])=[O:32])=[CH:27][CH:26]=1)=[C:8]2[C:12]([O:14]CC1C=CC([N+]([O-])=O)=CC=1)=[O:13])[CH3:3].O.C(=O)([O-])O.[Na+:40]. Product: [Na+:40].[OH:1][C@@H:2]([C@H:4]1[C:10](=[O:11])[N:9]2[C@@H:5]1[CH2:6][C:7]([C:25]1[CH:26]=[CH:27][C:28]([C:31]([NH:33][CH3:34])=[O:32])=[CH:29][CH:30]=1)=[C:8]2[C:12]([O-:14])=[O:13])[CH3:3]. The catalyst class is: 123. (5) Reactant: [CH3:1][C:2]([CH3:21])([CH3:20])[C:3]([C:5]1[O:6][C:7]2[CH:17]=[CH:16][C:15]([O:18][CH3:19])=[CH:14][C:8]=2[C:9]=1[CH2:10][C:11](O)=[O:12])=[O:4].C1C=CC2N(O)N=NC=2C=1.[CH2:32]([NH:35][CH2:36][CH2:37][CH2:38][CH3:39])[CH2:33][CH3:34].CCN(C(C)C)C(C)C. Product: [CH2:36]([N:35]([CH2:32][CH2:33][CH3:34])[C:11](=[O:12])[CH2:10][C:9]1[C:8]2[CH:14]=[C:15]([O:18][CH3:19])[CH:16]=[CH:17][C:7]=2[O:6][C:5]=1[C:3](=[O:4])[C:2]([CH3:21])([CH3:1])[CH3:20])[CH2:37][CH2:38][CH3:39]. The catalyst class is: 607. (6) Reactant: [Cl:1][C:2]1[CH:3]=[C:4]([C:8]#[C:9][CH:10]([N:13]2[CH2:18][CH2:17][NH:16][CH2:15][CH2:14]2)[CH2:11][CH3:12])[CH:5]=[CH:6][CH:7]=1.C(N(CC)CC)C.[CH3:26][O:27][CH2:28][CH2:29][O:30][C:31](Cl)=[O:32]. Product: [CH3:26][O:27][CH2:28][CH2:29][O:30][C:31]([N:16]1[CH2:15][CH2:14][N:13]([CH:10]([CH2:11][CH3:12])[C:9]#[C:8][C:4]2[CH:5]=[CH:6][CH:7]=[C:2]([Cl:1])[CH:3]=2)[CH2:18][CH2:17]1)=[O:32]. The catalyst class is: 2. (7) Reactant: [CH2:1]([C:3]1[N:12]([C:13]2[CH:18]=[CH:17][C:16]([CH2:19][CH2:20]O)=[CH:15][CH:14]=2)[C:6]2=[N:7][C:8]([CH3:11])=[CH:9][CH:10]=[C:5]2[N:4]=1)[CH3:2].N(C(OCC)=O)=NC(OCC)=O.C1(P(C2C=CC=CC=2)C2C=CC=CC=2)C=CC=CC=1.C1(P([N:67]=[N+:68]=[N-:69])(C2C=CC=CC=2)=O)C=CC=CC=1. Product: [CH2:1]([C:3]1[N:12]([C:13]2[CH:18]=[CH:17][C:16]([CH2:19][CH2:20][N:67]=[N+:68]=[N-:69])=[CH:15][CH:14]=2)[C:6]2=[N:7][C:8]([CH3:11])=[CH:9][CH:10]=[C:5]2[N:4]=1)[CH3:2]. The catalyst class is: 1.